From a dataset of Retrosynthesis with 50K atom-mapped reactions and 10 reaction types from USPTO. Predict the reactants needed to synthesize the given product. (1) Given the product CC(C)(C)OC(=O)N1CCN(Cc2c(OCc3ccccc3)ccc3c2OCC3=O)CC1, predict the reactants needed to synthesize it. The reactants are: CC(C)(C)OC(=O)N1CCN(Cc2c(O)ccc3c2OCC3=O)CC1.OCc1ccccc1. (2) Given the product CC(=O)c1ccc2oc3ccccc3c2c1, predict the reactants needed to synthesize it. The reactants are: CC(=O)Cl.c1ccc2c(c1)oc1ccccc12. (3) Given the product N#Cc1ccc(-c2ccc(OCCCC(=O)N3C(=O)OC[C@@H]3Cc3ccccc3)cc2)cc1, predict the reactants needed to synthesize it. The reactants are: N#Cc1ccc(-c2ccc(OCCCC(=O)O)cc2)cc1.O=C1N[C@@H](Cc2ccccc2)CO1. (4) Given the product C[C@H](NC(CC#N)c1cc(F)cc(F)c1)[C@@H](Cc1ccc(Cl)cc1)c1cccc(C#N)c1, predict the reactants needed to synthesize it. The reactants are: C[C@H](N)[C@@H](Cc1ccc(Cl)cc1)c1cccc(C#N)c1.N#CCC(=O)c1cc(F)cc(F)c1. (5) Given the product CC(C)(C)[S@@](N)=O, predict the reactants needed to synthesize it. The reactants are: C[C@@H]([NH3+])C1CCOCC1.Fc1ncccc1I. (6) Given the product COc1cnc(N2CCOCC2)c2sc(NC(=O)c3ccc(CCl)cc3)nc12, predict the reactants needed to synthesize it. The reactants are: COc1cnc(N2CCOCC2)c2sc(N)nc12.O=C(Cl)c1ccc(CCl)cc1. (7) Given the product Cc1c(SCCCCl)ccnc1CSc1ccncc1, predict the reactants needed to synthesize it. The reactants are: Cc1c(SCCCCl)ccnc1CCl.Sc1ccncc1.